This data is from Catalyst prediction with 721,799 reactions and 888 catalyst types from USPTO. The task is: Predict which catalyst facilitates the given reaction. (1) Reactant: [NH2:1][C:2]1[C:7]2=[C:8]([C:15]3[CH:20]=[CH:19][C:18]([NH:21][C:22]([NH:24][C:25]4[CH:30]=[C:29]([C:31]([F:34])([F:33])[F:32])[CH:28]=[CH:27][C:26]=4[F:35])=[O:23])=[C:17]([F:36])[CH:16]=3)[CH:9]=[C:10]([C:11](=[O:14])[CH2:12]Br)[N:6]2[N:5]=[CH:4][N:3]=1.C(N(C(C)C)CC)(C)C.[N:46]1([CH2:52][CH2:53][CH2:54][OH:55])[CH2:51][CH2:50][O:49][CH2:48][CH2:47]1. Product: [NH2:1][C:2]1[C:7]2=[C:8]([C:15]3[CH:20]=[CH:19][C:18]([NH:21][C:22]([NH:24][C:25]4[CH:30]=[C:29]([C:31]([F:34])([F:33])[F:32])[CH:28]=[CH:27][C:26]=4[F:35])=[O:23])=[C:17]([F:36])[CH:16]=3)[CH:9]=[C:10]([C:11](=[O:14])[CH2:12][O:55][CH2:54][CH2:53][CH2:52][N:46]3[CH2:51][CH2:50][O:49][CH2:48][CH2:47]3)[N:6]2[N:5]=[CH:4][N:3]=1. The catalyst class is: 16. (2) Reactant: [O:1]1[CH2:5][CH2:4][C@H:3]([NH:6][CH2:7]/[CH:8]=[CH:9]/[C:10]([O:12][CH3:13])=[O:11])[CH2:2]1.C=O.[BH-](OC(C)=O)(OC(C)=O)O[C:18](C)=O.[Na+]. Product: [CH3:18][N:6]([C@H:3]1[CH2:4][CH2:5][O:1][CH2:2]1)[CH2:7]/[CH:8]=[CH:9]/[C:10]([O:12][CH3:13])=[O:11]. The catalyst class is: 2.